This data is from Forward reaction prediction with 1.9M reactions from USPTO patents (1976-2016). The task is: Predict the product of the given reaction. (1) Given the reactants [Br:1][C:2]1[N:7]=[CH:6][C:5]([CH2:8][N:9]2[C:14]3[N:15]=[CH:16][CH:17]=[CH:18][C:13]=3[C:12](=S)[C:11]([C:20]([O:22]CC)=O)=[N:10]2)=[CH:4][CH:3]=1.[NH2:25][NH2:26], predict the reaction product. The product is: [Br:1][C:2]1[N:7]=[CH:6][C:5]([CH2:8][N:9]2[C:14]3[N:15]=[CH:16][CH:17]=[CH:18][C:13]=3[C:12]3=[N:25][NH:26][C:20](=[O:22])[C:11]3=[N:10]2)=[CH:4][CH:3]=1. (2) Given the reactants [CH3:1][Si:2]([CH3:29])([CH3:28])[C:3]1[CH:4]=[C:5]([CH:21]=[C:22]([Si:24]([CH3:27])([CH3:26])[CH3:25])[CH:23]=1)[C:6]([NH:8][C:9]1[CH:19]=[CH:18][C:12]([CH:13]=[CH:14][C:15]([OH:17])=[O:16])=[C:11]([F:20])[CH:10]=1)=[O:7].[H][H], predict the reaction product. The product is: [CH3:27][Si:24]([CH3:25])([CH3:26])[C:22]1[CH:21]=[C:5]([CH:4]=[C:3]([Si:2]([CH3:29])([CH3:28])[CH3:1])[CH:23]=1)[C:6]([NH:8][C:9]1[CH:19]=[CH:18][C:12]([CH2:13][CH2:14][C:15]([OH:17])=[O:16])=[C:11]([F:20])[CH:10]=1)=[O:7].